Dataset: Full USPTO retrosynthesis dataset with 1.9M reactions from patents (1976-2016). Task: Predict the reactants needed to synthesize the given product. (1) Given the product [CH2:19]([O:3][C:4]1[CH:16]=[CH:15][C:7]2[N:8]=[C:9]([S:11]([NH2:14])(=[O:13])=[O:12])[S:10][C:6]=2[CH:5]=1)[C:18]#[CH:17], predict the reactants needed to synthesize it. The reactants are: [OH-].[Na+].[OH:3][C:4]1[CH:16]=[CH:15][C:7]2[N:8]=[C:9]([S:11]([NH2:14])(=[O:13])=[O:12])[S:10][C:6]=2[CH:5]=1.[CH2:17](Br)[C:18]#[CH:19].Cl. (2) Given the product [Br:3][C:4]1[CH:5]=[C:6]([CH2:9][O:10][Si:11]([C:14]([CH3:17])([CH3:16])[CH3:15])([CH3:13])[CH3:12])[S:7][CH:8]=1, predict the reactants needed to synthesize it. The reactants are: N#N.[Br:3][C:4]1[CH:5]=[C:6]([CH2:9][OH:10])[S:7][CH:8]=1.[Si:11](Cl)([C:14]([CH3:17])([CH3:16])[CH3:15])([CH3:13])[CH3:12].N1C=CN=C1.